From a dataset of Catalyst prediction with 721,799 reactions and 888 catalyst types from USPTO. Predict which catalyst facilitates the given reaction. (1) Reactant: [C:1]([O:5][C:6]([N:8]1[CH2:13][CH2:12][CH:11]([N:14]2[C:18]3=[N:19][CH:20]=[N:21][C:22](Cl)=[C:17]3[CH:16]=[N:15]2)[CH2:10][CH2:9]1)=[O:7])([CH3:4])([CH3:3])[CH3:2].[F:24][C:25]1[CH:26]=[C:27]([CH:30]=[CH:31][C:32]=1[OH:33])[C:28]#[N:29]. Product: [C:1]([O:5][C:6]([N:8]1[CH2:13][CH2:12][CH:11]([N:14]2[C:18]3=[N:19][CH:20]=[N:21][C:22]([O:33][C:32]4[CH:31]=[CH:30][C:27]([C:28]#[N:29])=[CH:26][C:25]=4[F:24])=[C:17]3[CH:16]=[N:15]2)[CH2:10][CH2:9]1)=[O:7])([CH3:4])([CH3:3])[CH3:2]. The catalyst class is: 9. (2) Reactant: [Cl:1][C:2]1[CH:3]=[C:4]([CH:6]=[C:7]([O:9][C:10]2[CH:11]=[N:12][CH:13]=[N:14][CH:15]=2)[CH:8]=1)[NH2:5].[Cl:16][C:17]1[CH:18]=[C:19]([CH:23]=[CH:24][CH:25]=1)[C:20](Cl)=[O:21]. Product: [Cl:16][C:17]1[CH:18]=[C:19]([CH:23]=[CH:24][CH:25]=1)[C:20]([NH:5][C:4]1[CH:6]=[C:7]([O:9][C:10]2[CH:15]=[N:14][CH:13]=[N:12][CH:11]=2)[CH:8]=[C:2]([Cl:1])[CH:3]=1)=[O:21]. The catalyst class is: 64. (3) Reactant: F[C:2]1[CH:9]=[CH:8][C:7]([N+:10]([O-:12])=[O:11])=[CH:6][C:3]=1[CH2:4][OH:5].[NH:13]1[CH2:18][CH2:17][O:16][CH2:15][CH2:14]1. Product: [N:13]1([C:2]2[CH:9]=[CH:8][C:7]([N+:10]([O-:12])=[O:11])=[CH:6][C:3]=2[CH2:4][OH:5])[CH2:18][CH2:17][O:16][CH2:15][CH2:14]1. The catalyst class is: 1.